Predict the product of the given reaction. From a dataset of Forward reaction prediction with 1.9M reactions from USPTO patents (1976-2016). (1) Given the reactants [Cl:1][C:2]1[CH:7]=[CH:6][C:5]([C:8]2[N:9]=[C:10]([C:13]([OH:15])=O)[S:11][CH:12]=2)=[CH:4][CH:3]=1.C1N=CN(C(N2C=NC=C2)=O)C=1.[F:28][C:29]1[CH:36]=[C:35]([C:37]([F:40])([F:39])[F:38])[CH:34]=[CH:33][C:30]=1[CH2:31][NH2:32], predict the reaction product. The product is: [F:28][C:29]1[CH:36]=[C:35]([C:37]([F:38])([F:39])[F:40])[CH:34]=[CH:33][C:30]=1[CH2:31][NH:32][C:13]([C:10]1[S:11][CH:12]=[C:8]([C:5]2[CH:4]=[CH:3][C:2]([Cl:1])=[CH:7][CH:6]=2)[N:9]=1)=[O:15]. (2) Given the reactants [CH3:1][O:2][C:3]1[CH:12]=[C:11]([O:13][CH3:14])[CH:10]=[C:9]2[C:4]=1[C:5](=[O:27])[NH:6][C:7]([C:15]1[CH:20]=[CH:19][C:18]([N:21]3[CH2:26][CH2:25][NH:24][CH2:23][CH2:22]3)=[CH:17][CH:16]=1)=[N:8]2.CCN(CC)CC.[C:35](Cl)(=[O:41])[CH2:36][CH2:37][CH2:38][CH2:39][CH3:40], predict the reaction product. The product is: [C:35]([N:24]1[CH2:23][CH2:22][N:21]([C:18]2[CH:19]=[CH:20][C:15]([C:7]3[NH:6][C:5](=[O:27])[C:4]4[C:9](=[CH:10][C:11]([O:13][CH3:14])=[CH:12][C:3]=4[O:2][CH3:1])[N:8]=3)=[CH:16][CH:17]=2)[CH2:26][CH2:25]1)(=[O:41])[CH2:36][CH2:37][CH2:38][CH2:39][CH3:40]. (3) The product is: [OH:23][C:20]([C:17]1[CH:16]=[CH:15][C:14]([C:13]([NH:12][C:4]2[CH:3]=[C:2]([N:25]3[CH2:30][CH2:29][CH:28]([C:31]([O:33][CH3:34])=[O:32])[CH2:27][CH2:26]3)[N:7]3[N:8]=[CH:9][CH:10]=[C:6]3[N:5]=2)=[O:24])=[CH:19][CH:18]=1)([CH3:22])[CH3:21]. Given the reactants Cl[C:2]1[N:7]2[N:8]=[C:9](C)[CH:10]=[C:6]2[N:5]=[C:4]([NH:12][C:13](=[O:24])[C:14]2[CH:19]=[CH:18][C:17]([C:20]([OH:23])([CH3:22])[CH3:21])=[CH:16][CH:15]=2)[CH:3]=1.[NH:25]1[CH2:30][CH2:29][CH:28]([C:31]([O:33][CH3:34])=[O:32])[CH2:27][CH2:26]1, predict the reaction product. (4) Given the reactants [Cl:1][C:2]1[CH:3]=[CH:4][C:5]2[NH:6][C:7]3[C:12]([C:13]=2[CH:14]=1)=[CH:11][C:10]([Cl:15])=[CH:9][CH:8]=3.[H-].[Na+].CN(C=O)C.[CH3:23][O:24][C:25](=[O:30])[CH2:26][CH2:27][CH2:28]Br, predict the reaction product. The product is: [Cl:15][C:10]1[CH:9]=[CH:8][C:7]2[N:6]([CH2:28][CH2:27][CH2:26][C:25]([O:24][CH3:23])=[O:30])[C:5]3[C:13]([C:12]=2[CH:11]=1)=[CH:14][C:2]([Cl:1])=[CH:3][CH:4]=3. (5) Given the reactants [Si:1]([O:8][CH2:9][CH2:10][CH2:11][C:12]([C:14]1[CH:18]=[C:17]([CH2:19][O:20][Si:21]([CH:28]([CH3:30])[CH3:29])([CH:25]([CH3:27])[CH3:26])[CH:22]([CH3:24])[CH3:23])[S:16][CH:15]=1)=[O:13])([C:4]([CH3:7])([CH3:6])[CH3:5])([CH3:3])[CH3:2].[CH:31]1([Mg]Br)[CH2:33][CH2:32]1, predict the reaction product. The product is: [Si:1]([O:8][CH2:9][CH2:10][CH2:11][C:12]([CH:31]1[CH2:33][CH2:32]1)([C:14]1[CH:18]=[C:17]([CH2:19][O:20][Si:21]([CH:25]([CH3:27])[CH3:26])([CH:22]([CH3:23])[CH3:24])[CH:28]([CH3:30])[CH3:29])[S:16][CH:15]=1)[OH:13])([C:4]([CH3:5])([CH3:7])[CH3:6])([CH3:3])[CH3:2].